Task: Predict which catalyst facilitates the given reaction.. Dataset: Catalyst prediction with 721,799 reactions and 888 catalyst types from USPTO (1) Reactant: [CH2:1]([CH:8]1[C:17]2[C:12](=[CH:13][CH:14]=[C:15]([CH2:18][NH:19][S:20]([CH2:23][CH2:24][CH3:25])(=[O:22])=[O:21])[CH:16]=2)[CH2:11][CH2:10][CH:9]1[NH:26]C(=O)OC(C)(C)C)[C:2]1[CH:7]=[CH:6][CH:5]=[CH:4][CH:3]=1.FC(F)(F)C(O)=O. Product: [NH2:26][CH:9]1[CH:8]([CH2:1][C:2]2[CH:7]=[CH:6][CH:5]=[CH:4][CH:3]=2)[C:17]2[CH:16]=[C:15]([CH2:18][NH:19][S:20]([CH2:23][CH2:24][CH3:25])(=[O:22])=[O:21])[CH:14]=[CH:13][C:12]=2[CH2:11][CH2:10]1. The catalyst class is: 4. (2) Product: [Si:1]([O:8][CH2:9][CH:10]([CH2:13][O:14][C:15](=[O:33])[CH2:16][CH2:17][CH2:18][CH2:19][CH2:20][CH2:21][CH2:22]/[CH:23]=[CH:24]\[CH2:25][CH2:26][CH2:27][CH2:28][CH2:29][CH2:30][CH2:31][CH3:32])[O:11][CH3:12])([C:4]([CH3:7])([CH3:6])[CH3:5])([CH3:3])[CH3:2]. Reactant: [Si:1]([O:8][CH2:9][CH:10]([CH2:13][OH:14])[O:11][CH3:12])([C:4]([CH3:7])([CH3:6])[CH3:5])([CH3:3])[CH3:2].[C:15](Cl)(=[O:33])[CH2:16][CH2:17][CH2:18][CH2:19][CH2:20][CH2:21][CH2:22]/[CH:23]=[CH:24]\[CH2:25][CH2:26][CH2:27][CH2:28][CH2:29][CH2:30][CH2:31][CH3:32].N1C=CC=CC=1. The catalyst class is: 2. (3) Reactant: [C:1]([O:5][C:6](=[O:26])[C:7]([S:10][C:11]1[S:12][CH:13]=[C:14]([CH2:16][CH2:17][O:18][C:19]2[N:24]=[CH:23][C:22](Br)=[CH:21][N:20]=2)[N:15]=1)([CH3:9])[CH3:8])([CH3:4])([CH3:3])[CH3:2].[F:27][C:28]([F:41])([F:40])[O:29][C:30]1[CH:35]=[CH:34][C:33](OB(O)O)=[CH:32][CH:31]=1.C(=O)([O-])[O-].[Na+].[Na+].O. Product: [C:1]([O:5][C:6](=[O:26])[C:7]([CH3:9])([S:10][C:11]1[S:12][CH:13]=[C:14]([CH2:16][CH2:17][O:18][C:19]2[N:24]=[CH:23][C:22]([C:33]3[CH:32]=[CH:31][C:30]([O:29][C:28]([F:27])([F:40])[F:41])=[CH:35][CH:34]=3)=[CH:21][N:20]=2)[N:15]=1)[CH3:8])([CH3:4])([CH3:3])[CH3:2]. The catalyst class is: 77.